This data is from Reaction yield outcomes from USPTO patents with 853,638 reactions. The task is: Predict the reaction yield, written as a fraction of the theoretical maximum amount of product (1.0 means a 100% yield; for example, 0.34 means a 34% yield). (1) The reactants are [NH2:1][C:2]1[N:3]([CH3:24])[C:4](=[O:23])[C:5]2([C:15]3[C:10](=[CH:11][CH:12]=[C:13](Br)[CH:14]=3)[O:9][CH:8]([C:17]3[CH:22]=[CH:21][CH:20]=[CH:19][CH:18]=3)[CH2:7]2)[N:6]=1.[F:25][C:26]([F:37])([F:36])[C:27]1[CH:28]=[C:29](B(O)O)[CH:30]=[CH:31][CH:32]=1. The catalyst is O1CCOCC1.C([O-])([O-])=O.[Cs+].[Cs+].Cl[Pd](Cl)([P](C1C=CC=CC=1)(C1C=CC=CC=1)C1C=CC=CC=1)[P](C1C=CC=CC=1)(C1C=CC=CC=1)C1C=CC=CC=1. The product is [NH2:1][C:2]1[N:3]([CH3:24])[C:4](=[O:23])[C:5]2([C:15]3[C:10](=[CH:11][CH:12]=[C:13]([C:31]4[CH:30]=[CH:29][CH:28]=[C:27]([C:26]([F:37])([F:36])[F:25])[CH:32]=4)[CH:14]=3)[O:9][CH:8]([C:17]3[CH:22]=[CH:21][CH:20]=[CH:19][CH:18]=3)[CH2:7]2)[N:6]=1. The yield is 0.180. (2) The reactants are [N:1]([CH:4]1[CH2:8][CH2:7][C:6](=[O:9])[CH2:5]1)=[N+]=[N-].[C:10](O[C:10]([O:12][C:13]([CH3:16])([CH3:15])[CH3:14])=[O:11])([O:12][C:13]([CH3:16])([CH3:15])[CH3:14])=[O:11].[H][H]. The catalyst is [Pd].C(OCC)(=O)C. The product is [O:9]=[C:6]1[CH2:7][CH2:8][CH:4]([NH:1][C:10](=[O:11])[O:12][C:13]([CH3:16])([CH3:15])[CH3:14])[CH2:5]1. The yield is 0.610. (3) The reactants are [Cl:1][C:2]1[N:10]=[C:9]([Cl:11])[CH:8]=[CH:7][C:3]=1[C:4]([OH:6])=O.C1COCC1.[NH2:17][CH2:18][C:19]1[CH:20]=[N:21][CH:22]=[CH:23][CH:24]=1.CCN(C(C)C)C(C)C. The catalyst is CCOC(C)=O. The product is [Cl:1][C:2]1[N:10]=[C:9]([Cl:11])[CH:8]=[CH:7][C:3]=1[C:4]([NH:17][CH2:18][C:19]1[CH:20]=[N:21][CH:22]=[CH:23][CH:24]=1)=[O:6]. The yield is 0.730. (4) The reactants are Cl[C:2](Cl)([O:4]C(=O)OC(Cl)(Cl)Cl)Cl.[Br:13][C:14]1[CH:37]=[CH:36][C:35]([O:38][CH3:39])=[CH:34][C:15]=1[CH2:16][CH:17]1[CH2:22][CH2:21][N:20]([CH2:23][CH:24]([OH:33])[CH2:25][NH:26][CH:27]2[CH2:32][CH2:31][CH2:30][CH2:29][CH2:28]2)[CH2:19][CH2:18]1.C(N(CC)CC)C.[OH-].[Na+]. The catalyst is O1CCCC1. The product is [Br:13][C:14]1[CH:37]=[CH:36][C:35]([O:38][CH3:39])=[CH:34][C:15]=1[CH2:16][CH:17]1[CH2:18][CH2:19][N:20]([CH2:23][CH:24]2[O:33][C:2](=[O:4])[N:26]([CH:27]3[CH2:32][CH2:31][CH2:30][CH2:29][CH2:28]3)[CH2:25]2)[CH2:21][CH2:22]1. The yield is 1.00. (5) The reactants are [O:1]1[CH2:5][CH2:4][CH:3]([CH2:6]O)[CH2:2]1.[Cl:8][C:9]1[CH:17]=[CH:16][CH:15]=[C:14]2[C:10]=1[C:11]([C:18]([NH:20][CH2:21][CH:22]1[CH2:27][CH2:26][C:25]([F:29])([F:28])[CH2:24][CH2:23]1)=[O:19])=[CH:12][NH:13]2. No catalyst specified. The product is [Cl:8][C:9]1[CH:17]=[CH:16][CH:15]=[C:14]2[C:10]=1[C:11]([C:18]([NH:20][CH2:21][CH:22]1[CH2:27][CH2:26][C:25]([F:28])([F:29])[CH2:24][CH2:23]1)=[O:19])=[CH:12][N:13]2[CH2:6][CH:3]1[CH2:4][CH2:5][O:1][CH2:2]1. The yield is 0.200. (6) The catalyst is ClCCl. The reactants are C([O:5][C:6]([CH:8]1[CH:12]([C:13]2[CH:18]=[CH:17][CH:16]=[C:15]([Cl:19])[C:14]=2[F:20])[C:11]([C:23]2[CH:28]=[CH:27][C:26]([Cl:29])=[CH:25][C:24]=2[F:30])([C:21]#[N:22])[CH:10]([CH2:31][C:32]2([CH2:36][CH3:37])[CH2:35][O:34][CH2:33]2)[NH:9]1)=[O:7])(C)(C)C.[F:38][C:39]([F:44])([F:43])[C:40]([OH:42])=[O:41]. The yield is 0.910. The product is [F:38][C:39]([F:44])([F:43])[C:40]([OH:42])=[O:41].[Cl:19][C:15]1[C:14]([F:20])=[C:13]([CH:12]2[C:11]([C:23]3[CH:28]=[CH:27][C:26]([Cl:29])=[CH:25][C:24]=3[F:30])([C:21]#[N:22])[CH:10]([CH2:31][C:32]3([CH2:36][CH3:37])[CH2:33][O:34][CH2:35]3)[NH:9][CH:8]2[C:6]([OH:7])=[O:5])[CH:18]=[CH:17][CH:16]=1. (7) The reactants are [CH2:1]([O:8][C:9]([NH:11][CH:12]([CH3:23])[CH:13]([OH:22])[C:14]([CH3:21])([CH3:20])[C:15]([O:17][CH2:18][CH3:19])=[O:16])=[O:10])[C:2]1[CH:7]=[CH:6][CH:5]=[CH:4][CH:3]=1.N1C(C)=CC=CC=1C.FC(F)(F)S(O[Si:38]([C:41]([CH3:44])([CH3:43])[CH3:42])([CH3:40])[CH3:39])(=O)=O.O. The catalyst is C1COCC1. The product is [CH2:1]([O:8][C:9]([NH:11][CH:12]([CH3:23])[CH:13]([O:22][Si:38]([C:41]([CH3:44])([CH3:43])[CH3:42])([CH3:40])[CH3:39])[C:14]([CH3:21])([CH3:20])[C:15]([O:17][CH2:18][CH3:19])=[O:16])=[O:10])[C:2]1[CH:3]=[CH:4][CH:5]=[CH:6][CH:7]=1. The yield is 0.700.